This data is from Forward reaction prediction with 1.9M reactions from USPTO patents (1976-2016). The task is: Predict the product of the given reaction. (1) Given the reactants [F:1][C:2]1[CH:10]=[C:9]([F:11])[C:8]([F:12])=[CH:7][C:3]=1[C:4]([OH:6])=O.C(Cl)(=O)C(Cl)=O.Cl.[F:20][C:21]([F:26])([F:25])[C@@H:22]([NH2:24])[CH3:23].[OH-].[Na+], predict the reaction product. The product is: [F:1][C:2]1[CH:10]=[C:9]([F:11])[C:8]([F:12])=[CH:7][C:3]=1[C:4]([NH:24][C@@H:22]([CH3:23])[C:21]([F:26])([F:25])[F:20])=[O:6]. (2) The product is: [CH3:33][NH:36][C:39]([N:7]1[CH:6]([C:8]2[CH:15]=[CH:14][C:11]([C:12]#[N:13])=[CH:10][C:9]=2[S:16][CH2:17][CH3:18])[C:5]2[C:19](=[O:22])[CH2:20][CH2:21][C:4]=2[N:3]([C:23]2[CH:28]=[CH:27][CH:26]=[C:25]([C:29]([F:32])([F:31])[F:30])[CH:24]=2)[C:2]1=[O:1])=[O:49]. Given the reactants [O:1]=[C:2]1[NH:7][CH:6]([C:8]2[CH:15]=[CH:14][C:11]([C:12]#[N:13])=[CH:10][C:9]=2[S:16][CH2:17][CH3:18])[C:5]2[C:19](=[O:22])[CH2:20][CH2:21][C:4]=2[N:3]1[C:23]1[CH:28]=[CH:27][CH:26]=[C:25]([C:29]([F:32])([F:31])[F:30])[CH:24]=1.[CH:33]([N:36]([CH:39](C)C)CC)(C)C.C1C([N+]([O-])=[O:49])=CC=C([Cl-]C([O-])=O)C=1.CN.C(=O)(OC1C=CC([N+]([O-])=O)=CC=1)N, predict the reaction product.